From a dataset of Catalyst prediction with 721,799 reactions and 888 catalyst types from USPTO. Predict which catalyst facilitates the given reaction. (1) Reactant: [CH3:1][CH:2]([O:8][C:9]1[CH:10]=[CH:11][CH:12]=[C:13]2[C:18]=1[N:17]=[C:16]([NH2:19])[CH:15]=[CH:14]2)[CH2:3][C:4]([CH3:7])([CH3:6])[CH3:5].CCN(CC)CC.[CH3:27][C:28]([CH3:33])([CH3:32])[C:29](Cl)=[O:30]. Product: [CH3:27][C:28]([CH3:33])([CH3:32])[C:29]([NH:19][C:16]1[CH:15]=[CH:14][C:13]2[C:18](=[C:9]([O:8][CH:2]([CH3:1])[CH2:3][C:4]([CH3:7])([CH3:6])[CH3:5])[CH:10]=[CH:11][CH:12]=2)[N:17]=1)=[O:30]. The catalyst class is: 1. (2) Reactant: [CH2:1]([O:8][C:9]([NH:11][C@H:12]([C@@H:33]([NH:41]C(OC(C)(C)C)=O)[CH2:34][C:35]1[CH:40]=[CH:39][CH:38]=[CH:37][CH:36]=1)[CH2:13][C:14]([NH:16][C@@H:17]([C@@H:29]([CH3:32])[CH2:30][CH3:31])[C:18]([NH:20][C@@H:21]([CH:26]([CH3:28])[CH3:27])[C:22]([O:24][CH3:25])=[O:23])=[O:19])=[O:15])=[O:10])[C:2]1[CH:7]=[CH:6][CH:5]=[CH:4][CH:3]=1. Product: [NH2:41][C@@H:33]([CH2:34][C:35]1[CH:36]=[CH:37][CH:38]=[CH:39][CH:40]=1)[C@@H:12]([NH:11][C:9]([O:8][CH2:1][C:2]1[CH:7]=[CH:6][CH:5]=[CH:4][CH:3]=1)=[O:10])[CH2:13][C:14]([NH:16][C@@H:17]([C@@H:29]([CH3:32])[CH2:30][CH3:31])[C:18]([NH:20][C@@H:21]([CH:26]([CH3:28])[CH3:27])[C:22]([O:24][CH3:25])=[O:23])=[O:19])=[O:15]. The catalyst class is: 89. (3) Reactant: [CH2:1]([O:8][C:9]1[CH:10]=[CH:11][C:12]([CH2:37]O)=[C:13]([CH:36]=1)[O:14][CH2:15][C:16]([C:18]1[CH:23]=[CH:22][C:21]([O:24][CH2:25][O:26][CH3:27])=[CH:20][C:19]=1[O:28][CH2:29][C:30]1[CH:35]=[CH:34][CH:33]=[CH:32][CH:31]=1)=O)[C:2]1[CH:7]=[CH:6][CH:5]=[CH:4][CH:3]=1.Br.C1(P(C2C=CC=CC=2)C2C=CC=CC=2)C=CC=CC=1.CCOCC.C[O-].[Na+]. Product: [CH2:29]([O:28][C:19]1[CH:20]=[C:21]([O:24][CH2:25][O:26][CH3:27])[CH:22]=[CH:23][C:18]=1[C:16]1[CH2:15][O:14][C:13]2[C:12]([CH:37]=1)=[CH:11][CH:10]=[C:9]([O:8][CH2:1][C:2]1[CH:3]=[CH:4][CH:5]=[CH:6][CH:7]=1)[CH:36]=2)[C:30]1[CH:31]=[CH:32][CH:33]=[CH:34][CH:35]=1. The catalyst class is: 291. (4) Reactant: [CH3:1][N:2]([C:25]1[CH:30]=[CH:29][C:28]([N+:31]([O-])=O)=[CH:27][N:26]=1)[C@@H:3]1[CH2:7][CH2:6][N:5]([C:8]2[C:9]3[CH:16]=[CH:15][N:14]([CH2:17][O:18][CH2:19][CH2:20][Si:21]([CH3:24])([CH3:23])[CH3:22])[C:10]=3[N:11]=[CH:12][N:13]=2)[CH2:4]1. Product: [CH3:1][N:2]([C@@H:3]1[CH2:7][CH2:6][N:5]([C:8]2[C:9]3[CH:16]=[CH:15][N:14]([CH2:17][O:18][CH2:19][CH2:20][Si:21]([CH3:22])([CH3:24])[CH3:23])[C:10]=3[N:11]=[CH:12][N:13]=2)[CH2:4]1)[C:25]1[CH:30]=[CH:29][C:28]([NH2:31])=[CH:27][N:26]=1. The catalyst class is: 94. (5) Reactant: [Cl:1][C:2]1[CH:3]=[C:4]([NH:9][C:10]2[N:15]=[C:14]([NH:16][CH2:17][CH2:18][CH2:19][N:20]([CH3:22])[CH3:21])[C:13]([C:23]3[CH:24]=[C:25]([C:29]4[NH:33][C:32](=[O:34])[O:31][N:30]=4)[CH:26]=[N:27][CH:28]=3)=[CH:12][N:11]=2)[CH:5]=[CH:6][C:7]=1[F:8].[OH-].[Na+:36]. Product: [Cl:1][C:2]1[CH:3]=[C:4]([NH:9][C:10]2[N:15]=[C:14]([NH:16][CH2:17][CH2:18][CH2:19][N:20]([CH3:22])[CH3:21])[C:13]([C:23]3[CH:24]=[C:25]([C:29]4[N-:33][C:32](=[O:34])[O:31][N:30]=4)[CH:26]=[N:27][CH:28]=3)=[CH:12][N:11]=2)[CH:5]=[CH:6][C:7]=1[F:8].[Na+:36]. The catalyst class is: 12. (6) Reactant: [Cl:1][C:2]1[CH:7]=[CH:6][C:5]([C:8]2[N:9]=[C:10]([C:13]([OH:15])=O)[S:11][CH:12]=2)=[CH:4][CH:3]=1.[NH:16]1[CH2:21][CH2:20][CH2:19][CH2:18][CH2:17]1.C(Cl)CCl.C(N(CC)CC)C. Product: [Cl:1][C:2]1[CH:3]=[CH:4][C:5]([C:8]2[N:9]=[C:10]([C:13]([N:16]3[CH2:21][CH2:20][CH2:19][CH2:18][CH2:17]3)=[O:15])[S:11][CH:12]=2)=[CH:6][CH:7]=1. The catalyst class is: 39.